This data is from Full USPTO retrosynthesis dataset with 1.9M reactions from patents (1976-2016). The task is: Predict the reactants needed to synthesize the given product. (1) The reactants are: O1CCN([C:7]2[CH:13]=[CH:12][C:10]([NH2:11])=[CH:9][CH:8]=2)CC1.FC(F)(F)C1C=CC(OC)=C(C=1)N.[F:27][C:28]([F:41])([F:40])[C:29]1[CH:30]=[CH:31][C:32]([O:38][CH3:39])=[C:33]([N:35]=[C:36]=[O:37])[CH:34]=1.[C:42]([C:45]1[CH:46]=[C:47]([CH:56]=[CH:57][CH:58]=1)[O:48][C:49]1[CH:55]=[CH:54][C:52]([NH2:53])=[CH:51][CH:50]=1)([OH:44])=[O:43]. Given the product [C:42]([C:45]1[CH:46]=[C:47]([CH:56]=[CH:57][CH:58]=1)[O:48][C:49]1[CH:55]=[CH:54][C:52]([NH2:53])=[CH:51][CH:50]=1)([OH:44])=[O:43].[F:27][C:28]([F:40])([F:41])[C:29]1[CH:30]=[CH:31][C:32]([O:38][CH3:39])=[C:33]([NH:35][C:36]([NH:11][C:10]2[CH:9]=[CH:8][CH:7]=[C:13]([C:42]([OH:44])=[O:43])[CH:12]=2)=[O:37])[CH:34]=1, predict the reactants needed to synthesize it. (2) Given the product [I-:13].[CH2:11]([N+:2]1[CH:1]=[C:9]2[N:4]([C:5](=[O:10])[NH:6][CH2:7][CH2:8]2)[CH:3]=1)[CH3:12], predict the reactants needed to synthesize it. The reactants are: [CH:1]1[N:2]=[CH:3][N:4]2[C:9]=1[CH2:8][CH2:7][NH:6][C:5]2=[O:10].[CH2:11]([I:13])[CH3:12]. (3) Given the product [O:15]=[C:16]1[C:20]2[CH:21]=[CH:22][C:23]([CH2:25][NH:1][CH:2]3[CH2:3][CH2:4][N:5]([C:8]([O:10][C:11]([CH3:14])([CH3:13])[CH3:12])=[O:9])[CH2:6][CH2:7]3)=[CH:24][C:19]=2[CH2:18][O:17]1, predict the reactants needed to synthesize it. The reactants are: [NH2:1][CH:2]1[CH2:7][CH2:6][N:5]([C:8]([O:10][C:11]([CH3:14])([CH3:13])[CH3:12])=[O:9])[CH2:4][CH2:3]1.[O:15]=[C:16]1[C:20]2[CH:21]=[CH:22][C:23]([CH:25]=O)=[CH:24][C:19]=2[CH2:18][O:17]1.C([BH3-])#N.[Na+].C(O)(=O)C. (4) Given the product [CH:21]1([C@H:16]([NH:15][C:13]([C:4]2[C:3]([NH:2][C:38]([NH:37][C:33]3[CH:34]=[CH:35][C:30]([CH:27]4[CH2:28][CH2:29]4)=[CH:31][CH:32]=3)=[O:39])=[CH:12][C:11]3[C:6](=[CH:7][CH:8]=[CH:9][CH:10]=3)[CH:5]=2)=[O:14])[C:17]([O:19][CH3:20])=[O:18])[CH2:26][CH2:25][CH2:24][CH2:23][CH2:22]1, predict the reactants needed to synthesize it. The reactants are: Cl.[NH2:2][C:3]1[C:4]([C:13]([NH:15][C@@H:16]([CH:21]2[CH2:26][CH2:25][CH2:24][CH2:23][CH2:22]2)[C:17]([O:19][CH3:20])=[O:18])=[O:14])=[CH:5][C:6]2[C:11]([CH:12]=1)=[CH:10][CH:9]=[CH:8][CH:7]=2.[CH:27]1([C:30]2[CH:31]=[C:32](C)[C:33]([N:37]=[C:38]=[O:39])=[C:34](C)[CH:35]=2)[CH2:29][CH2:28]1.C(N(CC)CC)C.CCOC(C)=O.CCCCCC. (5) Given the product [F:17][C:9]1[C:10]2[S:14][N:13]=[CH:12][C:11]=2[CH:15]=[CH:16][C:8]=1[C:6]([OH:7])=[O:5], predict the reactants needed to synthesize it. The reactants are: C([O:5][C:6]([C:8]1[CH:16]=[CH:15][C:11]2[CH:12]=[N:13][S:14][C:10]=2[C:9]=1[F:17])=[O:7])(C)(C)C.O.C(O)(C(F)(F)F)=O.